From a dataset of Full USPTO retrosynthesis dataset with 1.9M reactions from patents (1976-2016). Predict the reactants needed to synthesize the given product. Given the product [Cl:8][C:6]1[N:5]=[C:4]([NH:9][C:10]2[NH:14][N:13]=[C:12]([CH:15]3[CH2:17][CH2:16]3)[CH:11]=2)[N:3]=[C:2]([N:22]2[CH2:23][C@H:19]([F:18])[CH2:20][C@H:21]2[C:24]([NH:26][C:27]2[CH:28]=[N:29][C:30]([F:33])=[CH:31][CH:32]=2)=[O:25])[N:7]=1, predict the reactants needed to synthesize it. The reactants are: Cl[C:2]1[N:7]=[C:6]([Cl:8])[N:5]=[C:4]([NH:9][C:10]2[NH:14][N:13]=[C:12]([CH:15]3[CH2:17][CH2:16]3)[CH:11]=2)[N:3]=1.[F:18][C@H:19]1[CH2:23][NH:22][C@H:21]([C:24]([NH:26][C:27]2[CH:28]=[N:29][C:30]([F:33])=[CH:31][CH:32]=2)=[O:25])[CH2:20]1.ClC1N=C(NC2NN=C(C3CC3)C=2)N=C(N2CCC[C@@]2(C)C(NC2C=NC(F)=CC=2)=O)N=1.